This data is from Peptide-MHC class I binding affinity with 185,985 pairs from IEDB/IMGT. The task is: Regression. Given a peptide amino acid sequence and an MHC pseudo amino acid sequence, predict their binding affinity value. This is MHC class I binding data. (1) The peptide sequence is SCINGQCPY. The MHC is HLA-A02:11 with pseudo-sequence HLA-A02:11. The binding affinity (normalized) is 0.0847. (2) The peptide sequence is SMNATLVQA. The MHC is HLA-A02:01 with pseudo-sequence HLA-A02:01. The binding affinity (normalized) is 0.484. (3) The peptide sequence is AVHGYYIGY. The MHC is HLA-B15:17 with pseudo-sequence HLA-B15:17. The binding affinity (normalized) is 0.677. (4) The peptide sequence is VPGSETMCY. The MHC is HLA-B44:02 with pseudo-sequence HLA-B44:02. The binding affinity (normalized) is 0. (5) The peptide sequence is VMYMGTLSY. The MHC is HLA-A26:01 with pseudo-sequence HLA-A26:01. The binding affinity (normalized) is 0.315. (6) The peptide sequence is SHLECRTFF. The MHC is HLA-B08:01 with pseudo-sequence HLA-B08:01. The binding affinity (normalized) is 0.0847. (7) The peptide sequence is LPCRIKQII. The MHC is HLA-A11:01 with pseudo-sequence HLA-A11:01. The binding affinity (normalized) is 0.0667. (8) The peptide sequence is YVVWLMFSL. The MHC is HLA-C03:03 with pseudo-sequence HLA-C03:03. The binding affinity (normalized) is 0.289. (9) The peptide sequence is RVSSDQSAL. The MHC is HLA-B07:02 with pseudo-sequence HLA-B07:02. The binding affinity (normalized) is 0.579.